This data is from Forward reaction prediction with 1.9M reactions from USPTO patents (1976-2016). The task is: Predict the product of the given reaction. (1) Given the reactants [CH2:1]([CH:3]([CH2:19][CH2:20][CH2:21][CH3:22])[CH2:4][N:5]([C:13]1[CH:18]=[CH:17][CH:16]=[CH:15][CH:14]=1)[CH2:6][CH2:7][CH2:8][CH2:9][CH2:10][CH2:11][OH:12])[CH3:2].[C:23](OC(=O)C)(=[O:25])[CH3:24].N1C=CC=CC=1.S([O-])([O-])(=O)=O.[Na+].[Na+], predict the reaction product. The product is: [C:23]([O:12][CH2:11][CH2:10][CH2:9][CH2:8][CH2:7][CH2:6][N:5]([CH2:4][CH:3]([CH2:1][CH3:2])[CH2:19][CH2:20][CH2:21][CH3:22])[C:13]1[CH:18]=[CH:17][CH:16]=[CH:15][CH:14]=1)(=[O:25])[CH3:24]. (2) The product is: [C:15]1([C:14]2[C:13]3[C:8](=[CH:9][CH:10]=[CH:11][CH:12]=3)[C:7](=[O:21])[O:6][C:5]=2[CH:3]([NH:2][C:23]2[C:24]3[S:31][CH:30]=[CH:29][C:25]=3[N:26]=[CH:27][N:28]=2)[CH3:4])[CH:20]=[CH:19][CH:18]=[CH:17][CH:16]=1. Given the reactants Cl.[NH2:2][CH:3]([C:5]1[O:6][C:7](=[O:21])[C:8]2[C:13]([C:14]=1[C:15]1[CH:20]=[CH:19][CH:18]=[CH:17][CH:16]=1)=[CH:12][CH:11]=[CH:10][CH:9]=2)[CH3:4].Cl[C:23]1[C:24]2[S:31][CH:30]=[CH:29][C:25]=2[N:26]=[CH:27][N:28]=1.C(N(CC)CC)C.ClC1C2C=CSC=2N=CN=1, predict the reaction product. (3) Given the reactants Br[C:2]1[CH:3]=[C:4]([C:7]([C:10]2[N:14]([CH:15]3[CH2:17][CH2:16]3)[C:13]([CH:18]3[CH2:20][CH2:19]3)=[N:12][N:11]=2)([CH3:9])[CH3:8])[S:5][CH:6]=1.[CH3:21][N:22](C)C(=O)C.N, predict the reaction product. The product is: [CH:15]1([N:14]2[C:13]([CH:18]3[CH2:20][CH2:19]3)=[N:12][N:11]=[C:10]2[C:7]([C:4]2[S:5][CH:6]=[C:2]([C:21]#[N:22])[CH:3]=2)([CH3:9])[CH3:8])[CH2:17][CH2:16]1. (4) Given the reactants [Cl:1][C:2]1[CH:3]=[C:4]2[C:13](=[CH:14][CH:15]=1)[C:12](Cl)=[C:11]1[C:6]([CH:7]=[CH:8][C:9]([F:17])=[CH:10]1)=[N:5]2.[CH2:18]([N:20]1[CH2:25][CH2:24][CH:23]([NH2:26])[CH2:22][CH2:21]1)[CH3:19], predict the reaction product. The product is: [Cl:1][C:2]1[CH:3]=[C:4]2[C:13](=[CH:14][CH:15]=1)[C:12]([NH:26][CH:23]1[CH2:24][CH2:25][N:20]([CH2:18][CH3:19])[CH2:21][CH2:22]1)=[C:11]1[C:6]([CH:7]=[CH:8][C:9]([F:17])=[CH:10]1)=[N:5]2. (5) The product is: [N:1]1[CH:6]=[C:5]([C:7]2([C:8]#[N:9])[CH2:12][CH2:11]2)[CH:4]=[N:3][CH:2]=1. Given the reactants [N:1]1[CH:6]=[C:5]([CH2:7][C:8]#[N:9])[CH:4]=[N:3][CH:2]=1.Br[CH:11](Br)[CH3:12].[OH-].[Na+], predict the reaction product. (6) Given the reactants O[C:2]1[CH:11]=[C:10]2[C:5]([CH2:6][CH2:7][C:8](=[O:12])[CH2:9]2)=[CH:4][CH:3]=1.[NH:13]1[CH2:17][CH2:16][CH2:15][CH2:14]1.[CH3:18]O, predict the reaction product. The product is: [CH3:18][O:12][C:8]1[CH:9]=[C:10]2[C:5]([CH2:4][CH2:3][C:2]([N:13]3[CH2:17][CH2:16][CH2:15][CH2:14]3)=[CH:11]2)=[CH:6][CH:7]=1.